Dataset: Forward reaction prediction with 1.9M reactions from USPTO patents (1976-2016). Task: Predict the product of the given reaction. Given the reactants [CH3:1][O:2][C:3](=[O:11])[C:4]1[CH:9]=[C:8]([OH:10])[CH:7]=[N:6][CH:5]=1.[H-].[Na+].[CH2:14](Br)[C:15]1[CH:20]=[CH:19][CH:18]=[CH:17][CH:16]=1, predict the reaction product. The product is: [CH3:1][O:2][C:3](=[O:11])[C:4]1[CH:9]=[C:8]([O:10][CH2:14][C:15]2[CH:20]=[CH:19][CH:18]=[CH:17][CH:16]=2)[CH:7]=[N:6][CH:5]=1.